Dataset: Reaction yield outcomes from USPTO patents with 853,638 reactions. Task: Predict the reaction yield, written as a fraction of the theoretical maximum amount of product (1.0 means a 100% yield; for example, 0.34 means a 34% yield). (1) The reactants are [Br:1][C:2]1[CH:3]=[C:4]([CH:8]=[O:9])[S:5][C:6]=1Br.N1C=CC=CC=1.O.O.[C:18]1([S:24]([O-:26])=[O:25])[CH:23]=[CH:22][CH:21]=[CH:20][CH:19]=1.[Na+].O. The catalyst is CN(C)C=O. The product is [Br:1][C:2]1[CH:3]=[C:4]([CH:8]=[O:9])[S:5][C:6]=1[S:24]([C:18]1[CH:23]=[CH:22][CH:21]=[CH:20][CH:19]=1)(=[O:26])=[O:25]. The yield is 0.890. (2) The reactants are [CH3:1][C:2]1[N:3]=[CH:4][C:5]([C:12]([O:14][CH3:15])=[O:13])=[N:6][C:7]=1[C:8]([F:11])([F:10])[F:9].[Br:16]Br. The catalyst is C(O)(=O)C. The product is [Br:16][CH2:1][C:2]1[N:3]=[CH:4][C:5]([C:12]([O:14][CH3:15])=[O:13])=[N:6][C:7]=1[C:8]([F:11])([F:9])[F:10]. The yield is 0.610. (3) The reactants are Cl[C:2]1[CH:7]=[C:6]([CH:8]2[CH2:11][N:10]([CH:12]3[CH2:15][O:14][CH2:13]3)[CH2:9]2)[CH:5]=[C:4](Cl)[N:3]=1.C(P(C12CC3CC(CC(C3)C1)C2)C12CC3CC(CC(C3)C1)C2)CCC.[CH:42]1([B-](F)(F)F)[CH2:44][CH2:43]1.[K+].C(=O)([O-])[O-].[Cs+].[Cs+].[F:56][CH:57]([F:75])[O:58][C:59]1[C:60]([NH2:74])=[N:61][CH:62]=[C:63](B2OC(C)(C)C(C)(C)O2)[CH:64]=1.C1(P(C2CCCCC2)C2C=CC=CC=2C2C(C(C)C)=CC(C(C)C)=CC=2C(C)C)CCCCC1.O.[O-]P([O-])([O-])=O.[K+].[K+].[K+]. The product is [CH:42]1([C:4]2[N:3]=[C:2]([C:63]3[CH:62]=[N:61][C:60]([NH2:74])=[C:59]([O:58][CH:57]([F:56])[F:75])[CH:64]=3)[CH:7]=[C:6]([CH:8]3[CH2:11][N:10]([CH:12]4[CH2:15][O:14][CH2:13]4)[CH2:9]3)[CH:5]=2)[CH2:44][CH2:43]1. The yield is 0.120. The catalyst is C([O-])(=O)C.[Pd+2].C([O-])(=O)C.[Pd+2]. (4) The reactants are [NH2:1][C:2]1[CH:7]=[CH:6][C:5]([Cl:8])=[CH:4][C:3]=1[CH2:9][C:10]([O-:12])=O.[NH2:1][C:2]1[CH:7]=[CH:6][C:5]([Cl:8])=[CH:4][C:3]=1[CH2:9][C:10]([O-:12])=O.[Ba+2].Br[CH2:27][C:28]1[N:32]2[N:33]=[C:34]([Cl:37])[CH:35]=[CH:36][C:31]2=[N:30][C:29]=1[C:38]([F:41])([F:40])[F:39]. The catalyst is O1CCCC1. The product is [Cl:8][C:5]1[CH:4]=[C:3]2[C:2](=[CH:7][CH:6]=1)[N:1]([CH2:27][C:28]1[N:32]3[N:33]=[C:34]([Cl:37])[CH:35]=[CH:36][C:31]3=[N:30][C:29]=1[C:38]([F:41])([F:39])[F:40])[C:10](=[O:12])[CH2:9]2. The yield is 0.250. (5) The reactants are Br[CH2:2][C:3]1[CH:12]=[CH:11][C:10]2[C:5](=[CH:6][CH:7]=[CH:8][CH:9]=2)[CH:4]=1.C(=O)([O-])[O-].[K+].[K+].[CH2:19]([O:21][C:22](=[O:39])[C@H:23]([CH2:31][C:32]1[CH:37]=[CH:36][CH:35]=[C:34]([OH:38])[CH:33]=1)[NH:24][C:25](=[O:30])[C:26]([F:29])([F:28])[F:27])[CH3:20]. The catalyst is C(C(C)=O)C.[I-].[K+]. The product is [CH2:19]([O:21][C:22](=[O:39])[C@H:23]([CH2:31][C:32]1[CH:37]=[CH:36][CH:35]=[C:34]([O:38][CH2:2][C:3]2[CH:12]=[CH:11][C:10]3[C:5](=[CH:6][CH:7]=[CH:8][CH:9]=3)[CH:4]=2)[CH:33]=1)[NH:24][C:25](=[O:30])[C:26]([F:27])([F:28])[F:29])[CH3:20]. The yield is 0.790. (6) The reactants are C([O:4][C@@H:5]1[C@@H:11]([O:12]C(=O)C)[C@:10]2([C:17]3[CH:22]=[CH:21][C:20]([Cl:23])=[C:19]([C:24](=[O:34])[C:25]4[CH:30]=[CH:29][C:28]([O:31][CH2:32][CH3:33])=[CH:27][CH:26]=4)[CH:18]=3)[O:16][C@@:7]([CH2:35][O:36]C(=O)C)([CH2:8][O:9]2)[C@H:6]1[O:40]C(=O)C)(=O)C.[BH4-].[Na+]. The catalyst is CO. The product is [Cl:23][C:20]1[CH:21]=[CH:22][C:17]([C@@:10]23[O:16][C@@:7]([CH2:35][OH:36])([CH2:8][O:9]2)[C@@H:6]([OH:40])[C@H:5]([OH:4])[C@H:11]3[OH:12])=[CH:18][C:19]=1[CH:24]([C:25]1[CH:26]=[CH:27][C:28]([O:31][CH2:32][CH3:33])=[CH:29][CH:30]=1)[OH:34]. The yield is 0.930. (7) The reactants are [Br:1][CH2:2][CH2:3][O:4][C:5]1[CH:10]=[CH:9][C:8]([NH:11]C(=O)C)=[CH:7][C:6]=1[C:15]1[N:16]([CH3:20])[N:17]=[CH:18][CH:19]=1.S(=O)(=O)(O)O. The catalyst is CO. The product is [Br:1][CH2:2][CH2:3][O:4][C:5]1[CH:10]=[CH:9][C:8]([NH2:11])=[CH:7][C:6]=1[C:15]1[N:16]([CH3:20])[N:17]=[CH:18][CH:19]=1. The yield is 0.990. (8) The reactants are [CH3:1][Si:2]([CH:5]=[N+:6]=[N-:7])([CH3:4])[CH3:3].C([Li])CCC.[CH2:13]([N:20]1[CH2:25][CH2:24][C:23]([C:27]2[CH:32]=[CH:31][CH:30]=[C:29]([C:33]#[N:34])[CH:28]=2)([CH3:26])[CH:22]([CH3:35])[CH2:21]1)[C:14]1[CH:19]=[CH:18][CH:17]=[CH:16][CH:15]=1. The catalyst is O1CCCC1. The product is [CH2:13]([N:20]1[CH2:25][CH2:24][C:23]([CH3:26])([C:27]2[CH:32]=[CH:31][CH:30]=[C:29]([C:33]3[N:34]=[N:7][NH:6][C:5]=3[Si:2]([CH3:4])([CH3:3])[CH3:1])[CH:28]=2)[CH:22]([CH3:35])[CH2:21]1)[C:14]1[CH:15]=[CH:16][CH:17]=[CH:18][CH:19]=1. The yield is 0.790.